From a dataset of Peptide-MHC class I binding affinity with 185,985 pairs from IEDB/IMGT. Regression. Given a peptide amino acid sequence and an MHC pseudo amino acid sequence, predict their binding affinity value. This is MHC class I binding data. (1) The peptide sequence is LKIVRNMEKY. The MHC is HLA-A30:02 with pseudo-sequence HLA-A30:02. The binding affinity (normalized) is 0.629. (2) The peptide sequence is VGPPPPTPLDI. The MHC is Mamu-A01 with pseudo-sequence Mamu-A01. The binding affinity (normalized) is 0.463. (3) The peptide sequence is LLMDALKLSI. The MHC is HLA-A24:02 with pseudo-sequence HLA-A24:02. The binding affinity (normalized) is 0.337. (4) The peptide sequence is HLAGFIHAC. The MHC is HLA-A03:01 with pseudo-sequence HLA-A03:01. The binding affinity (normalized) is 0. (5) The peptide sequence is VTIPQIGGM. The MHC is HLA-B08:02 with pseudo-sequence HLA-B08:02. The binding affinity (normalized) is 0.0847. (6) The peptide sequence is GMNPYHLAA. The MHC is HLA-A02:01 with pseudo-sequence HLA-A02:01. The binding affinity (normalized) is 0.225. (7) The peptide sequence is SAAFEDLRLL. The MHC is HLA-A02:02 with pseudo-sequence HLA-A02:02. The binding affinity (normalized) is 0.0786. (8) The peptide sequence is ALAKAAAAR. The MHC is HLA-A02:02 with pseudo-sequence HLA-A02:02. The binding affinity (normalized) is 0.236. (9) The peptide sequence is KTIAVSVYGA. The MHC is HLA-A68:02 with pseudo-sequence HLA-A68:02. The binding affinity (normalized) is 0.495.